Task: Predict the product of the given reaction.. Dataset: Forward reaction prediction with 1.9M reactions from USPTO patents (1976-2016) (1) The product is: [F:51][C:50]([F:53])([F:52])[S:47]([O:20][C:17]1[CH:18]=[CH:19][C:14]([CH2:13][C@H:12]([NH:21][C:22]([O:23][CH2:24][C:25]2[CH:26]=[CH:27][CH:28]=[CH:29][CH:30]=2)=[O:31])[C@@H:11]([OH:32])[CH2:10][C@@H:9]([NH:8][C:6]([O:5][C:1]([CH3:4])([CH3:2])[CH3:3])=[O:7])[CH2:33][C:34]2[CH:39]=[CH:38][CH:37]=[CH:36][CH:35]=2)=[CH:15][CH:16]=1)(=[O:49])=[O:48]. Given the reactants [C:1]([O:5][C:6]([NH:8][C@@H:9]([CH2:33][C:34]1[CH:39]=[CH:38][CH:37]=[CH:36][CH:35]=1)[CH2:10][C@H:11]([OH:32])[C@@H:12]([NH:21][C:22](=[O:31])[O:23][CH2:24][C:25]1[CH:30]=[CH:29][CH:28]=[CH:27][CH:26]=1)[CH2:13][C:14]1[CH:19]=[CH:18][C:17]([OH:20])=[CH:16][CH:15]=1)=[O:7])([CH3:4])([CH3:3])[CH3:2].C1C=CC(N([S:47]([C:50]([F:53])([F:52])[F:51])(=[O:49])=[O:48])[S:47]([C:50]([F:53])([F:52])[F:51])(=[O:49])=[O:48])=CC=1, predict the reaction product. (2) Given the reactants [CH3:1][C:2]1[CH:3]=[C:4]([CH2:8][CH2:9][NH2:10])[S:5][C:6]=1[CH3:7].[C:11](OC(=O)C)(=[O:13])[CH3:12], predict the reaction product. The product is: [CH3:1][C:2]1[CH:3]=[C:4]([CH2:8][CH2:9][NH:10][C:11](=[O:13])[CH3:12])[S:5][C:6]=1[CH3:7]. (3) Given the reactants [H-].C([Al+]CC(C)C)C(C)C.[Cl:11][C:12]1[C:17]([O:18][CH:19]([CH3:21])[CH3:20])=[C:16]([C:22](OC)=[O:23])[CH:15]=[C:14]([CH:26]2[CH2:28][CH2:27]2)[C:13]=1[C:29]1[CH:34]=[CH:33][C:32]([F:35])=[CH:31][C:30]=1[F:36].O.O.O.O.O.O.O.O.O.O.S([O-])([O-])(=O)=O.[Na+].[Na+], predict the reaction product. The product is: [Cl:11][C:12]1[C:17]([O:18][CH:19]([CH3:20])[CH3:21])=[C:16]([CH2:22][OH:23])[CH:15]=[C:14]([CH:26]2[CH2:28][CH2:27]2)[C:13]=1[C:29]1[CH:34]=[CH:33][C:32]([F:35])=[CH:31][C:30]=1[F:36]. (4) Given the reactants C(OC([N:8]1[CH2:11][CH:10]([O:12][C:13]2[N:14]([CH:40]([CH3:42])[CH3:41])[C:15]3[CH:20]=[C:19]([NH:21][C:22]4[CH:27]=[CH:26][N:25]=[C:24]([C:28]5[CH:29]=[N:30][N:31]([S:33]([CH:36]6[CH2:38][CH2:37]6)(=[O:35])=[O:34])[CH:32]=5)[N:23]=4)[N:18]=[CH:17][C:16]=3[N:39]=2)[CH2:9]1)=O)(C)(C)C.FC(F)(F)C(O)=O.C(=O)(O)[O-].[Na+], predict the reaction product. The product is: [NH:8]1[CH2:11][CH:10]([O:12][C:13]2[N:14]([CH:40]([CH3:42])[CH3:41])[C:15]3[CH:20]=[C:19]([NH:21][C:22]4[CH:27]=[CH:26][N:25]=[C:24]([C:28]5[CH:29]=[N:30][N:31]([S:33]([CH:36]6[CH2:37][CH2:38]6)(=[O:35])=[O:34])[CH:32]=5)[N:23]=4)[N:18]=[CH:17][C:16]=3[N:39]=2)[CH2:9]1. (5) The product is: [CH3:1][C:2]1[N:3]=[C:4]([C:14]([F:17])([F:16])[F:15])[C:5]([NH2:8])=[N:6][CH:7]=1. Given the reactants [CH3:1][C:2]1[N:3]=[CH:4][C:5]([NH2:8])=[N:6][CH:7]=1.S(=O)(=O)(O)O.[C:14](I)([F:17])([F:16])[F:15].OO, predict the reaction product.